Dataset: Full USPTO retrosynthesis dataset with 1.9M reactions from patents (1976-2016). Task: Predict the reactants needed to synthesize the given product. (1) Given the product [Br:1][C:2]1[CH:7]=[C:6]([C:8]2[CH:13]=[CH:12][CH:11]=[CH:10][N:9]=2)[C:5]([NH2:14])=[C:4]([N+:21]([O-:23])=[O:22])[C:3]=1[F:24], predict the reactants needed to synthesize it. The reactants are: [Br:1][C:2]1[CH:7]=[C:6]([C:8]2[CH:13]=[CH:12][CH:11]=[CH:10][N:9]=2)[C:5]([NH:14]C(=O)C(C)(C)C)=[C:4]([N+:21]([O-:23])=[O:22])[C:3]=1[F:24].OS(O)(=O)=O.[OH-].[Na+]. (2) Given the product [CH:30]([O-:36])=[O:35].[CH3:32][C:31]([CH3:34])([CH3:33])[C:30]([O:36][CH2:37][N+:16]1([CH2:18][CH2:19][CH2:20][C:21]([C:23]2[CH:24]=[CH:25][C:26]([F:29])=[CH:27][CH:28]=2)=[O:22])[CH2:15][CH2:14][C@@H:13]2[N:5]3[C:6]4[C:7]([C@@H:12]2[CH2:17]1)=[CH:8][CH:9]=[CH:10][C:11]=4[N:2]([CH3:1])[CH2:3][CH2:4]3)=[O:35], predict the reactants needed to synthesize it. The reactants are: [CH3:1][N:2]1[C:11]2[CH:10]=[CH:9][CH:8]=[C:7]3[C@@H:12]4[CH2:17][N:16]([CH2:18][CH2:19][CH2:20][C:21]([C:23]5[CH:28]=[CH:27][C:26]([F:29])=[CH:25][CH:24]=5)=[O:22])[CH2:15][CH2:14][C@@H:13]4[N:5]([C:6]=23)[CH2:4][CH2:3]1.[C:30]([O:36][CH2:37]Cl)(=[O:35])[C:31]([CH3:34])([CH3:33])[CH3:32].[Na+].[I-].